Dataset: Reaction yield outcomes from USPTO patents with 853,638 reactions. Task: Predict the reaction yield, written as a fraction of the theoretical maximum amount of product (1.0 means a 100% yield; for example, 0.34 means a 34% yield). (1) The reactants are [Si:1]([O:8][C@@H:9]([C:25]1[CH:30]=[CH:29][CH:28]=[CH:27][C:26]=1[C:31]1[CH:36]=[CH:35][C:34]([Cl:37])=[CH:33][CH:32]=1)[CH:10]1[CH2:15][CH2:14][N:13]([C:16]2[CH:24]=[CH:23][C:19]([C:20]([OH:22])=O)=[CH:18][CH:17]=2)[CH2:12][CH2:11]1)([C:4]([CH3:7])([CH3:6])[CH3:5])([CH3:3])[CH3:2].[CH2:38]([N:40]([CH2:43][CH:44]1[CH2:49][N:48]([CH2:50][CH2:51][C@@H:52]([NH:61][C:62]2[CH:67]=[CH:66][C:65]([S:68]([NH2:71])(=[O:70])=[O:69])=[CH:64][C:63]=2[S:72]([C:75]([F:78])([F:77])[F:76])(=[O:74])=[O:73])[CH2:53][S:54][C:55]2[CH:60]=[CH:59][CH:58]=[CH:57][CH:56]=2)[CH2:47][CH2:46][O:45]1)[CH2:41][CH3:42])[CH3:39]. No catalyst specified. The product is [Si:1]([O:8][C@@H:9]([C:25]1[CH:30]=[CH:29][CH:28]=[CH:27][C:26]=1[C:31]1[CH:32]=[CH:33][C:34]([Cl:37])=[CH:35][CH:36]=1)[CH:10]1[CH2:15][CH2:14][N:13]([C:16]2[CH:24]=[CH:23][C:19]([C:20]([NH:71][S:68]([C:65]3[CH:66]=[CH:67][C:62]([NH:61][C@H:52]([CH2:51][CH2:50][N:48]4[CH2:47][CH2:46][O:45][CH:44]([CH2:43][N:40]([CH2:38][CH3:39])[CH2:41][CH3:42])[CH2:49]4)[CH2:53][S:54][C:55]4[CH:56]=[CH:57][CH:58]=[CH:59][CH:60]=4)=[C:63]([S:72]([C:75]([F:77])([F:78])[F:76])(=[O:74])=[O:73])[CH:64]=3)(=[O:69])=[O:70])=[O:22])=[CH:18][CH:17]=2)[CH2:12][CH2:11]1)([C:4]([CH3:5])([CH3:6])[CH3:7])([CH3:2])[CH3:3]. The yield is 0.740. (2) The reactants are I[C:2]1[N:10]2[C:5]([CH:6]=[CH:7][CH:8]=[CH:9]2)=[CH:4][C:3]=1[C:11]([O:13][CH2:14][CH3:15])=[O:12].[CH2:16]([OH:19])[C:17]#[CH:18]. No catalyst specified. The product is [OH:19][CH2:16][C:17]#[C:18][C:2]1[N:10]2[C:5]([CH:6]=[CH:7][CH:8]=[CH:9]2)=[CH:4][C:3]=1[C:11]([O:13][CH2:14][CH3:15])=[O:12]. The yield is 0.630.